From a dataset of Full USPTO retrosynthesis dataset with 1.9M reactions from patents (1976-2016). Predict the reactants needed to synthesize the given product. (1) The reactants are: S(Cl)(Cl)=O.[O:5]=[C:6]([CH2:10][C:11]1([C:15]2[CH:20]=[CH:19][CH:18]=[CH:17][C:16]=2[C:21]([F:24])([F:23])[F:22])[CH2:14][CH2:13][CH2:12]1)[C:7](O)=[O:8].[O:25]1[CH:29]=[CH:28][N:27]=[C:26]1[C:30]1[CH:35]=[CH:34][C:33]([NH2:36])=[CH:32][CH:31]=1.C(=O)([O-])[O-].[K+].[K+]. Given the product [O:25]1[CH:29]=[CH:28][N:27]=[C:26]1[C:30]1[CH:35]=[CH:34][C:33]([NH:36][C:7](=[O:8])[C:6](=[O:5])[CH2:10][C:11]2([C:15]3[CH:20]=[CH:19][CH:18]=[CH:17][C:16]=3[C:21]([F:22])([F:23])[F:24])[CH2:14][CH2:13][CH2:12]2)=[CH:32][CH:31]=1, predict the reactants needed to synthesize it. (2) Given the product [CH:12]1([N:16]2[CH2:22][CH2:21][C:20]3[CH:23]=[CH:24][C:25]([O:27][C:28]4[CH:29]=[CH:30][C:31]([C:34]5[O:35][C:1]([CH3:2])=[N:37][N:36]=5)=[CH:32][N:33]=4)=[CH:26][C:19]=3[CH2:18][CH2:17]2)[CH2:13][CH2:14][CH2:15]1, predict the reactants needed to synthesize it. The reactants are: [CH2:1](C(CC)(CC)C([O-])([O-])[O-])[CH3:2].[CH:12]1([N:16]2[CH2:22][CH2:21][C:20]3[CH:23]=[CH:24][C:25]([O:27][C:28]4[N:33]=[CH:32][C:31]([C:34]([NH:36][NH2:37])=[O:35])=[CH:30][CH:29]=4)=[CH:26][C:19]=3[CH2:18][CH2:17]2)[CH2:15][CH2:14][CH2:13]1. (3) Given the product [CH3:11][O:10][C:9](=[O:12])[O-:14].[CH2:1]([N+:3]1[CH:7]=[CH:6][N:5]([CH3:15])[C:4]=1[CH3:8])[CH3:2], predict the reactants needed to synthesize it. The reactants are: [CH2:1]([N:3]1[CH:7]=[CH:6][N:5]=[C:4]1[CH3:8])[CH3:2].[C:9](=[O:14])([O:12]C)[O:10][CH3:11].[C:15](=O)=O. (4) The reactants are: NC1C(NC2C=CC=C(O)C=2)=NC(NC2C=CC=C(O)C=2)=NC=1C(OCC)=O.[CH2:29]([O:31][C:32]([C:34]1[N:39]=[C:38]([NH:40][C:41]2[CH:46]=[CH:45][C:44]3[O:47][CH2:48][CH2:49][O:50][C:43]=3[CH:42]=2)[N:37]=[C:36]([NH:51][C:52]2[CH:57]=[CH:56][C:55]3[O:58][CH2:59][CH2:60][O:61][C:54]=3[CH:53]=2)[C:35]=1[N+:62]([O-])=O)=[O:33])[CH3:30].[H][H]. Given the product [NH2:62][C:35]1[C:36]([NH:51][C:52]2[CH:57]=[CH:56][C:55]3[O:58][CH2:59][CH2:60][O:61][C:54]=3[CH:53]=2)=[N:37][C:38]([NH:40][C:41]2[CH:46]=[CH:45][C:44]3[O:47][CH2:48][CH2:49][O:50][C:43]=3[CH:42]=2)=[N:39][C:34]=1[C:32]([O:31][CH2:29][CH3:30])=[O:33], predict the reactants needed to synthesize it. (5) Given the product [CH3:21][O:20][C:15]1[CH:16]=[CH:17][CH:18]=[CH:19][C:14]=1[C:11]1[CH:12]=[CH:13][C:8]2[N:7]=[C:29]([C:31]3[CH:32]=[C:33]([CH:36]=[CH:37][CH:38]=3)[C:34]#[N:35])[CH2:28][C:27](=[O:39])[NH:22][C:9]=2[CH:10]=1, predict the reactants needed to synthesize it. The reactants are: C(OC(=O)[NH:7][C:8]1[CH:13]=[CH:12][C:11]([C:14]2[CH:19]=[CH:18][CH:17]=[CH:16][C:15]=2[O:20][CH3:21])=[CH:10][C:9]=1[NH2:22])(C)(C)C.CC1(C)O[C:29]([C:31]2[CH:32]=[C:33]([CH:36]=[CH:37][CH:38]=2)[C:34]#[N:35])=[CH:28][C:27](=[O:39])O1.C(O)(C(F)(F)F)=O. (6) Given the product [C:14]([C:17]1[C:25]2[C:20](=[CH:21][C:22]([O:3][CH:2]([F:13])[F:1])=[CH:23][CH:24]=2)[N:19]([CH2:28][C:29]([OH:31])=[O:30])[CH:18]=1)(=[O:16])[NH2:15], predict the reactants needed to synthesize it. The reactants are: [F:1][CH:2]([F:13])[O:3]C1C=C2C(C=CN2)=CC=1.[C:14]([C:17]1[C:25]2[C:20](=[CH:21][C:22](F)=[C:23](F)[CH:24]=2)[N:19]([CH2:28][C:29]([OH:31])=[O:30])[CH:18]=1)(=[O:16])[NH2:15]. (7) Given the product [CH:1]1([C:4]2[C:5]([O:15][C@@H:16]3[CH2:21][CH2:20][CH2:19][N:18]([CH2:28][C:29]4([C:33]([F:36])([F:35])[F:34])[CH2:32][CH2:31][CH2:30]4)[CH2:17]3)=[CH:6][C:7]([F:14])=[C:8]([CH:13]=2)[C:9]([O:11][CH3:12])=[O:10])[CH2:2][CH2:3]1, predict the reactants needed to synthesize it. The reactants are: [CH:1]1([C:4]2[C:5]([O:15][C@@H:16]3[CH2:21][CH2:20][CH2:19][NH:18][CH2:17]3)=[CH:6][C:7]([F:14])=[C:8]([CH:13]=2)[C:9]([O:11][CH3:12])=[O:10])[CH2:3][CH2:2]1.FC(F)(F)S(O[CH2:28][C:29]1([C:33]([F:36])([F:35])[F:34])[CH2:32][CH2:31][CH2:30]1)(=O)=O.FF.C(=O)([O-])[O-].[K+].[K+].